This data is from Full USPTO retrosynthesis dataset with 1.9M reactions from patents (1976-2016). The task is: Predict the reactants needed to synthesize the given product. (1) Given the product [NH:11]1[C:15]2[CH:16]=[CH:17][CH:18]=[CH:19][C:14]=2[N:13]=[C:12]1[C@H:8]([NH:9][C:10]([NH:36][CH2:35][C:34]1[C:29]([N:26]2[CH2:27][CH2:28][O:23][CH2:24][CH2:25]2)=[N:30][CH:31]=[CH:32][CH:33]=1)=[O:20])[CH2:7][C:6]1[CH:21]=[CH:22][C:3]([O:2][CH3:1])=[CH:4][CH:5]=1, predict the reactants needed to synthesize it. The reactants are: [CH3:1][O:2][C:3]1[CH:22]=[CH:21][C:6]([CH2:7][C@@H:8]2[C:12]3=[N:13][C:14]4[CH:19]=[CH:18][CH:17]=[CH:16][C:15]=4[N:11]3[C:10](=[O:20])[NH:9]2)=[CH:5][CH:4]=1.[O:23]1[CH2:28][CH2:27][N:26]([C:29]2[C:34]([CH2:35][NH2:36])=[CH:33][CH:32]=[CH:31][N:30]=2)[CH2:25][CH2:24]1.C(O)(C(F)(F)F)=O. (2) The reactants are: [OH:1][C:2]1[CH:7]=[CH:6][CH:5]=[CH:4][C:3]=1[C:8]1[C:9]([O:16][CH3:17])=[CH:10][C:11](=[O:15])[N:12]([CH3:14])[N:13]=1.[Cl:18][C:19]1[CH:24]=[CH:23][C:22](I)=[CH:21][CH:20]=1.N1C=CC=CC=1C(O)=O.P([O-])([O-])([O-])=O.[K+].[K+].[K+]. Given the product [Cl:18][C:19]1[CH:24]=[CH:23][C:22]([O:1][C:2]2[CH:7]=[CH:6][CH:5]=[CH:4][C:3]=2[C:8]2[C:9]([O:16][CH3:17])=[CH:10][C:11](=[O:15])[N:12]([CH3:14])[N:13]=2)=[CH:21][CH:20]=1, predict the reactants needed to synthesize it. (3) Given the product [Cl:40][C:41]1[CH:42]=[C:43]([N:47]2[C:51]([CH2:52][NH:53][C:15](=[O:17])[CH:14]([C:5]3[CH:6]=[N:7][C:8]([NH:9][S:10]([CH3:13])(=[O:11])=[O:12])=[C:3]([O:2][CH3:1])[CH:4]=3)[CH3:18])=[CH:50][C:49]([C:54]([F:55])([F:56])[F:57])=[N:48]2)[CH:44]=[CH:45][CH:46]=1, predict the reactants needed to synthesize it. The reactants are: [CH3:1][O:2][C:3]1[CH:4]=[C:5]([CH:14]([CH3:18])[C:15]([OH:17])=O)[CH:6]=[N:7][C:8]=1[NH:9][S:10]([CH3:13])(=[O:12])=[O:11].C(N=C=NCCCN(C)C)C.ON1C2C=CC=CC=2N=N1.[Cl:40][C:41]1[CH:42]=[C:43]([N:47]2[C:51]([CH2:52][NH2:53])=[CH:50][C:49]([C:54]([F:57])([F:56])[F:55])=[N:48]2)[CH:44]=[CH:45][CH:46]=1. (4) Given the product [NH:7]1[C:8]2[C:13](=[CH:12][CH:11]=[CH:10][CH:9]=2)[CH:14]=[CH:6]1, predict the reactants needed to synthesize it. The reactants are: C(OC([C:6]1[NH:7][C:8]2[C:13]([CH:14]=1)=[CH:12][C:11](Cl)=[CH:10][CH:9]=2)=O)C.[H-].[Na+].C1(S(Cl)(=O)=O)C=CC=CC=1.O. (5) Given the product [CH:1]1([CH2:4][O:5][C:6]2[CH:11]=[CH:10][C:9]([F:12])=[CH:8][C:7]=2[C:13]2[C:14]3[N:21]([CH2:29][O:30][CH2:31][CH2:32][Si:33]([CH3:36])([CH3:35])[CH3:34])[C:20]([CH3:22])=[C:19]([C:23]([O:25][CH2:26][CH3:27])=[O:24])[C:15]=3[N:16]=[CH:17][N:18]=2)[CH2:2][CH2:3]1, predict the reactants needed to synthesize it. The reactants are: [CH:1]1([CH2:4][O:5][C:6]2[CH:11]=[CH:10][C:9]([F:12])=[CH:8][C:7]=2[C:13]2[C:14]3[NH:21][C:20]([CH3:22])=[C:19]([C:23]([O:25][CH2:26][CH3:27])=[O:24])[C:15]=3[N:16]=[CH:17][N:18]=2)[CH2:3][CH2:2]1.Cl[CH2:29][O:30][CH2:31][CH2:32][Si:33]([CH3:36])([CH3:35])[CH3:34]. (6) The reactants are: [F:1][C:2]([F:21])([F:20])[C:3]([N:5]1[CH2:10][CH2:9][C:8]2([CH2:15][CH2:14][C:13]3[CH:16]=[CH:17][CH:18]=[CH:19][C:12]=3[O:11]2)[CH2:7][CH2:6]1)=[O:4].[C:22](Cl)(=[O:25])[CH2:23][CH3:24].[Sn](Cl)(Cl)(Cl)Cl. Given the product [F:21][C:2]([F:1])([F:20])[C:3]([N:5]1[CH2:10][CH2:9][C:8]2([CH2:15][CH2:14][C:13]3[CH:16]=[C:17]([C:22](=[O:25])[CH2:23][CH3:24])[CH:18]=[CH:19][C:12]=3[O:11]2)[CH2:7][CH2:6]1)=[O:4], predict the reactants needed to synthesize it.